From a dataset of Reaction yield outcomes from USPTO patents with 853,638 reactions. Predict the reaction yield, written as a fraction of the theoretical maximum amount of product (1.0 means a 100% yield; for example, 0.34 means a 34% yield). (1) The reactants are [Cl:1][C:2]1[C:10]2[N:9]=[C:8]([NH:11][C:12]3[C:13]([CH3:18])=[N:14][O:15][C:16]=3[CH3:17])[N:7]([CH2:19][CH2:20][CH2:21][CH2:22]O)[C:6]=2[C:5]([CH:24]([CH2:27][CH3:28])[CH2:25][CH3:26])=[CH:4][CH:3]=1.CS(Cl)(=O)=O.C(=O)(O)[O-].[Na+].C(=O)([O-])[O-].[K+].[K+]. The catalyst is N1C=CC=CC=1.C(OCC)(=O)C. The product is [Cl:1][C:2]1[C:10]2[N:9]=[C:8]3[N:11]([C:12]4[C:13]([CH3:18])=[N:14][O:15][C:16]=4[CH3:17])[CH2:22][CH2:21][CH2:20][CH2:19][N:7]3[C:6]=2[C:5]([CH:24]([CH2:27][CH3:28])[CH2:25][CH3:26])=[CH:4][CH:3]=1. The yield is 0.560. (2) The reactants are [Cl:1][C:2]1[CH:3]=[C:4]([C@@H:12]([CH2:16][CH:17]2[CH2:21][CH2:20][CH2:19][CH2:18]2)[C:13]([OH:15])=O)[CH:5]=[CH:6][C:7]=1[S:8]([CH3:11])(=[O:10])=[O:9].C(Cl)(=O)C(Cl)=O.[CH2:28]([O:31][C:32]1[N:33]=[CH:34][C:35]([NH2:38])=[N:36][CH:37]=1)[CH:29]=[CH2:30].N1C=CC=CC=1. The catalyst is C(Cl)Cl.CN(C)C=O. The product is [CH2:28]([O:31][C:32]1[N:33]=[CH:34][C:35]([NH:38][C:13](=[O:15])[C@@H:12]([C:4]2[CH:5]=[CH:6][C:7]([S:8]([CH3:11])(=[O:9])=[O:10])=[C:2]([Cl:1])[CH:3]=2)[CH2:16][CH:17]2[CH2:21][CH2:20][CH2:19][CH2:18]2)=[N:36][CH:37]=1)[CH:29]=[CH2:30]. The yield is 0.800. (3) The reactants are [CH2:1]([O:3][C:4](=[O:32])[C:5]([CH3:31])([CH3:30])[CH2:6][C:7]1[CH:12]=[CH:11][C:10]([C:13](=[O:29])[C:14]2[CH:19]=[CH:18][C:17]([CH2:20][C:21]([C:24]([O:26][CH2:27][CH3:28])=[O:25])([CH3:23])[CH3:22])=[CH:16][CH:15]=2)=[CH:9][CH:8]=1)[CH3:2].[BH4-].[Na+].O.ClCCl. The catalyst is CO. The product is [CH2:1]([O:3][C:4](=[O:32])[C:5]([CH3:30])([CH3:31])[CH2:6][C:7]1[CH:8]=[CH:9][C:10]([CH:13]([C:14]2[CH:15]=[CH:16][C:17]([CH2:20][C:21]([C:24]([O:26][CH2:27][CH3:28])=[O:25])([CH3:23])[CH3:22])=[CH:18][CH:19]=2)[OH:29])=[CH:11][CH:12]=1)[CH3:2]. The yield is 0.820. (4) The reactants are Cl[C:2]1[C:3]2[CH2:11][CH2:10][N:9]([C:12]([O:14][C:15]([CH3:18])([CH3:17])[CH3:16])=[O:13])[CH2:8][C:4]=2[N:5]=[CH:6][N:7]=1.O1CCOCC1.C([Sn](CCCC)(CCCC)[C:30]1[CH:35]=[CH:34][CH:33]=[CH:32][N:31]=1)CCC.CCOC(C)=O. The catalyst is [F-].[K+]. The product is [N:31]1[CH:32]=[CH:33][CH:34]=[CH:35][C:30]=1[C:2]1[C:3]2[CH2:11][CH2:10][N:9]([C:12]([O:14][C:15]([CH3:18])([CH3:17])[CH3:16])=[O:13])[CH2:8][C:4]=2[N:5]=[CH:6][N:7]=1. The yield is 0.990. (5) The catalyst is C(Cl)Cl. The product is [CH3:1][N:2]([CH2:3][C:4]1[S:5][CH:6]=[CH:7][CH:8]=1)[C:15]([CH:9]1[CH2:14][CH2:13][CH2:12][CH2:11][CH2:10]1)=[O:16]. The reactants are [CH3:1][NH:2][CH2:3][C:4]1[S:5][CH:6]=[CH:7][CH:8]=1.[CH:9]1([C:15](Cl)=[O:16])[CH2:14][CH2:13][CH2:12][CH2:11][CH2:10]1.C(O)C(N)(CO)CO. The yield is 0.530. (6) The reactants are [CH:1]1([C:7]2[CH:12]=[CH:11][N:10]=[C:9]([C:13]3[C:17]4[C:18]([NH:22][CH:23]([CH3:25])[CH3:24])=[N:19][CH:20]=[CH:21][C:16]=4[NH:15][N:14]=3)[CH:8]=2)[CH2:6][CH2:5]CC[CH2:2]1.ClC1C=CN=C(C2C3C(NC(C)C)=NC=CC=3N(CC3C=CC([O:53]C)=CC=3)N=2)C=1.O1CCC(B2OC(C)(C)C(C)(C)O2)=C1. No catalyst specified. The product is [CH:23]([NH:22][C:18]1[C:17]2[C:13]([C:9]3[CH:8]=[C:7]([CH:1]4[CH2:6][CH2:5][O:53][CH2:2]4)[CH:12]=[CH:11][N:10]=3)=[N:14][NH:15][C:16]=2[CH:21]=[CH:20][N:19]=1)([CH3:25])[CH3:24]. The yield is 0.0880. (7) The reactants are [Cl:1][C:2]1[CH:7]=[CH:6][N:5]=[C:4]([N:8]2[CH2:19][CH2:18][C:17]3[C:16]4[CH2:15][C:14]([CH3:21])([CH3:20])[CH2:13][C:12]=4[S:11][C:10]=3[C:9]2=[O:22])[C:3]=1[CH2:23][OH:24].C(N(CC)CC)C.[C:32](OC(=O)C)(=[O:34])[CH3:33]. No catalyst specified. The product is [C:32]([O:24][CH2:23][C:3]1[C:4]([N:8]2[CH2:19][CH2:18][C:17]3[C:16]4[CH2:15][C:14]([CH3:20])([CH3:21])[CH2:13][C:12]=4[S:11][C:10]=3[C:9]2=[O:22])=[N:5][CH:6]=[CH:7][C:2]=1[Cl:1])(=[O:34])[CH3:33]. The yield is 0.900.